Dataset: Reaction yield outcomes from USPTO patents with 853,638 reactions. Task: Predict the reaction yield, written as a fraction of the theoretical maximum amount of product (1.0 means a 100% yield; for example, 0.34 means a 34% yield). (1) The reactants are Cl.Br[CH2:3][C:4]1[CH:9]=[CH:8][N:7]=[CH:6][CH:5]=1.C(=O)([O-])[O-].[K+].[K+].[Br:16][C:17]1[CH:22]=[CH:21][C:20]([SH:23])=[CH:19][CH:18]=1.C(OCC)(=O)C. The catalyst is C1COCC1.O. The product is [Br:16][C:17]1[CH:22]=[CH:21][C:20]([S:23][CH2:3][C:4]2[CH:9]=[CH:8][N:7]=[CH:6][CH:5]=2)=[CH:19][CH:18]=1. The yield is 0.820. (2) The reactants are [OH:1][C:2]1[CH:3]=[C:4]([CH:9]=[C:10]([O:13][CH3:14])[C:11]=1[OH:12])[C:5]([O:7][CH3:8])=[O:6].[C:15]([O-])([O-])=O.[K+].[K+]. The catalyst is CC(C)=O. The product is [CH3:14][O:13][C:10]1[C:11]2[O:12][CH2:15][O:1][C:2]=2[CH:3]=[C:4]([C:5]([O:7][CH3:8])=[O:6])[CH:9]=1. The yield is 0.800. (3) The reactants are [NH2:1][C:2]1[C:3]([C:9]([OH:11])=O)=[N:4][C:5]([CH3:8])=[CH:6][CH:7]=1.[NH:12]1[CH2:15][CH2:14][CH2:13]1.CN(C(ON1N=NC2C=CC=NC1=2)=[N+](C)C)C.F[P-](F)(F)(F)(F)F.CN1CCOCC1. The catalyst is C1COCC1. The product is [NH2:1][C:2]1[C:3]([C:9]([N:12]2[CH2:15][CH2:14][CH2:13]2)=[O:11])=[N:4][C:5]([CH3:8])=[CH:6][CH:7]=1. The yield is 0.650. (4) The reactants are C(OC([NH:8][CH2:9][C:10]1[O:14][N:13]=[C:12]([CH:15]2[CH2:17][CH2:16]2)[CH:11]=1)=O)(C)(C)C.Cl. The catalyst is CO. The product is [NH2:8][CH2:9][C:10]1[O:14][N:13]=[C:12]([CH:15]2[CH2:17][CH2:16]2)[CH:11]=1. The yield is 0.530. (5) The reactants are [H-].[Na+].F[C:4]1[CH:9]=[CH:8][C:7]([N+:10]([O-:12])=[O:11])=[CH:6][CH:5]=1.[F:13][C:14]1[C:19]([F:20])=[CH:18][CH:17]=[CH:16][C:15]=1[OH:21]. The catalyst is CN(C)C=O.Cl[Cu]. The product is [F:20][C:19]1[CH:18]=[CH:17][CH:16]=[C:15]([O:21][C:4]2[CH:9]=[CH:8][C:7]([N+:10]([O-:12])=[O:11])=[CH:6][CH:5]=2)[C:14]=1[F:13]. The yield is 0.840. (6) The reactants are Cl.Cl.[NH:3]1[CH2:7][CH2:6][CH2:5][NH:4]1.CO[C:10](=[O:30])[CH:11]([O:22][C:23]1[CH:28]=[CH:27][CH:26]=[CH:25][C:24]=1[CH3:29])[C:12]([C:14]1[CH:19]=[CH:18][N:17]=[C:16]([S:20][CH3:21])[N:15]=1)=O. The catalyst is N1C=CC=CC=1. The product is [CH3:21][S:20][C:16]1[N:15]=[C:14]([C:12]2[N:4]3[CH2:5][CH2:6][CH2:7][N:3]3[C:10](=[O:30])[C:11]=2[O:22][C:23]2[CH:28]=[CH:27][CH:26]=[CH:25][C:24]=2[CH3:29])[CH:19]=[CH:18][N:17]=1. The yield is 0.100. (7) The reactants are [O:1]=[C:2]1[CH2:7][CH2:6][CH2:5][CH2:4][N:3]1[C:8]1[CH:13]=[CH:12][CH:11]=[CH:10][C:9]=1[CH2:14][CH2:15][N:16]1[CH2:20][CH2:19][CH:18]([C:21]2[CH:29]=[CH:28][CH:27]=[CH:26][C:22]=2[C:23]([OH:25])=O)[CH2:17]1.Cl.O[NH:32][C:33](=[NH:35])[CH3:34].ClCCl.O. The catalyst is CN(C=O)C. The product is [CH3:34][C:33]1[N:35]=[C:23]([C:22]2[CH:26]=[CH:27][CH:28]=[CH:29][C:21]=2[CH:18]2[CH2:19][CH2:20][N:16]([CH2:15][CH2:14][C:9]3[CH:10]=[CH:11][CH:12]=[CH:13][C:8]=3[N:3]3[CH2:4][CH2:5][CH2:6][CH2:7][C:2]3=[O:1])[CH2:17]2)[O:25][N:32]=1. The yield is 0.0600. (8) The reactants are [Br:1][C:2]1[CH:3]=[C:4]([CH2:19][C:20]([O:22]C)=[O:21])[CH:5]=[CH:6][C:7]=1[NH:8][C:9]([NH:11][C:12]1[CH:17]=[CH:16][CH:15]=[CH:14][C:13]=1[CH3:18])=[O:10].[OH-].[Na+]. The catalyst is C1COCC1. The yield is 1.00. The product is [Br:1][C:2]1[CH:3]=[C:4]([CH2:19][C:20]([OH:22])=[O:21])[CH:5]=[CH:6][C:7]=1[NH:8][C:9]([NH:11][C:12]1[CH:17]=[CH:16][CH:15]=[CH:14][C:13]=1[CH3:18])=[O:10]. (9) The catalyst is C1COCC1. The product is [I:7][C:8]1[C:21]2[CH2:20][C:19]3[C:14](=[CH:15][CH:16]=[CH:17][CH:18]=3)[NH:13][C:12]=2[C:11]([C:23]([O:25][CH3:26])=[O:24])=[CH:10][CH:9]=1. The reactants are B.C1COCC1.[I:7][C:8]1[C:21]2[C:20](=O)[C:19]3[C:14](=[CH:15][CH:16]=[CH:17][CH:18]=3)[NH:13][C:12]=2[C:11]([C:23]([O:25][CH3:26])=[O:24])=[CH:10][CH:9]=1.Cl.C(=O)([O-])[O-].[Na+].[Na+]. The yield is 0.750. (10) The reactants are [CH3:1][N:2]([CH2:10][CH2:11][N:12]([CH3:34])[CH2:13][C:14]1[N:23]([C:24]2[CH:29]=[CH:28][CH:27]=[CH:26][CH:25]=2)[C:22](=[O:30])[C:21]2[C:16](=[CH:17][CH:18]=[C:19]([N+:31]([O-:33])=[O:32])[CH:20]=2)[N:15]=1)C(=O)OC(C)(C)C.C(O)(C(F)(F)F)=O.O.C([O-])([O-])=O.[Na+].[Na+]. The catalyst is C(Cl)Cl. The product is [CH3:1][N:2]1[CH2:10][CH2:11][N:12]([CH3:34])[CH2:13]/[C:14]/1=[N:15]\[C:16]1[CH:17]=[CH:18][C:19]([N+:31]([O-:33])=[O:32])=[CH:20][C:21]=1[C:22]([NH:23][C:24]1[CH:29]=[CH:28][CH:27]=[CH:26][CH:25]=1)=[O:30]. The yield is 0.490.